From a dataset of Full USPTO retrosynthesis dataset with 1.9M reactions from patents (1976-2016). Predict the reactants needed to synthesize the given product. (1) The reactants are: [C:1]([C:4]1[CH:5]=[CH:6][C:7]([C:10]([O:12]C)=[O:11])=[N:8][CH:9]=1)#[C:2][CH3:3].[OH-].[Na+].Cl. Given the product [C:1]([C:4]1[CH:5]=[CH:6][C:7]([C:10]([OH:12])=[O:11])=[N:8][CH:9]=1)#[C:2][CH3:3], predict the reactants needed to synthesize it. (2) Given the product [F:1][C:2]1[CH:3]=[C:4]([S:9]([O:49][CH2:48][C@:14]([OH:13])([CH3:50])[C:15](=[O:47])[C@@H:16]([NH:24][C:25](=[O:46])[C@@H:26]([NH:30][C:31](=[O:45])[C@@H:32]([NH:36][C:37]([C:39]2[S:43][C:42]([CH3:44])=[N:41][CH:40]=2)=[O:38])[CH2:33][O:34][CH3:35])[CH2:27][O:28][CH3:29])[CH2:17][C:18]2[CH:23]=[CH:22][CH:21]=[CH:20][CH:19]=2)(=[O:10])=[O:11])[CH:5]=[CH:6][C:7]=1[F:8], predict the reactants needed to synthesize it. The reactants are: [F:1][C:2]1[CH:3]=[C:4]([S:9](Cl)(=[O:11])=[O:10])[CH:5]=[CH:6][C:7]=1[F:8].[OH:13][C@:14]([CH3:50])([CH2:48][OH:49])[C:15](=[O:47])[C@@H:16]([NH:24][C:25](=[O:46])[C@@H:26]([NH:30][C:31](=[O:45])[C@@H:32]([NH:36][C:37]([C:39]1[S:43][C:42]([CH3:44])=[N:41][CH:40]=1)=[O:38])[CH2:33][O:34][CH3:35])[CH2:27][O:28][CH3:29])[CH2:17][C:18]1[CH:23]=[CH:22][CH:21]=[CH:20][CH:19]=1. (3) The reactants are: Br[C:2]1[CH:7]=[CH:6][C:5]([C:8]2[N:12]([CH2:13][C@@H:14]3[CH2:18][CH2:17][N:16]([C:19]([CH:21]4[CH2:23][CH2:22]4)=[O:20])[CH2:15]3)[C:11]3[CH:24]=[CH:25][C:26]([F:28])=[CH:27][C:10]=3[N:9]=2)=[CH:4][CH:3]=1.CC1(C)C(C)(C)OB([C:37]2[CH:38]=[CH:39][C:40]3[O:44][CH:43]=[CH:42][C:41]=3[CH:45]=2)O1.C(=O)([O-])[O-].[Cs+].[Cs+]. Given the product [O:44]1[C:40]2[CH:39]=[CH:38][C:37]([C:2]3[CH:3]=[CH:4][C:5]([C:8]4[N:12]([CH2:13][C@@H:14]5[CH2:18][CH2:17][N:16]([C:19]([CH:21]6[CH2:22][CH2:23]6)=[O:20])[CH2:15]5)[C:11]5[CH:24]=[CH:25][C:26]([F:28])=[CH:27][C:10]=5[N:9]=4)=[CH:6][CH:7]=3)=[CH:45][C:41]=2[CH:42]=[CH:43]1, predict the reactants needed to synthesize it. (4) Given the product [Br:23][CH2:15][C:3]1[N:2]=[N:1][C:6]2[O:7][C:8]3[CH:14]=[CH:13][CH:12]=[CH:11][C:9]=3[O:10][C:5]=2[CH:4]=1, predict the reactants needed to synthesize it. The reactants are: [N:1]1[C:6]2[O:7][C:8]3[CH:14]=[CH:13][CH:12]=[CH:11][C:9]=3[O:10][C:5]=2[CH:4]=[C:3]([CH2:15]O)[N:2]=1.ClCCCl.S(Br)([Br:23])=O. (5) Given the product [Cl:1][C:2]1[CH:3]=[CH:4][C:5]2[C:11](=[O:12])[C:10](=[CH:28][N:29]([CH3:32])[CH3:30])[CH2:9][N:8]=[C:7]([C:13]3[C:18]([F:19])=[CH:17][CH:16]=[CH:15][C:14]=3[F:20])[C:6]=2[CH:21]=1, predict the reactants needed to synthesize it. The reactants are: [Cl:1][C:2]1[CH:3]=[CH:4][C:5]2[C:11](=[O:12])[CH2:10][CH2:9][N:8]=[C:7]([C:13]3[C:18]([F:19])=[CH:17][CH:16]=[CH:15][C:14]=3[F:20])[C:6]=2[CH:21]=1.CC(C)C(O)=O.[CH3:28][N:29]([CH3:32])[CH:30]=O.